Dataset: Reaction yield outcomes from USPTO patents with 853,638 reactions. Task: Predict the reaction yield, written as a fraction of the theoretical maximum amount of product (1.0 means a 100% yield; for example, 0.34 means a 34% yield). (1) The reactants are [CH3:1][O:2][C:3](=[O:16])[C:4]1[CH:9]=[C:8](I)[C:7]([C:11]([F:14])([F:13])[F:12])=[CH:6][C:5]=1[NH2:15].[CH3:17][N:18]1[C:22]([Sn](CCCC)(CCCC)CCCC)=[CH:21][C:20]([CH3:36])=[N:19]1. The catalyst is O1CCOCC1. The product is [CH3:1][O:2][C:3](=[O:16])[C:4]1[CH:9]=[C:8]([C:22]2[N:18]([CH3:17])[N:19]=[C:20]([CH3:36])[CH:21]=2)[C:7]([C:11]([F:14])([F:13])[F:12])=[CH:6][C:5]=1[NH2:15]. The yield is 0.720. (2) The reactants are Cl[C:2]1[N:7]=[C:6]([NH:8][C:9]2[CH:14]=[CH:13][C:12]([O:15][CH2:16][CH3:17])=[CH:11][CH:10]=2)[C:5]([F:18])=[CH:4][N:3]=1.C(N(C(C)C)C(C)C)C.[CH2:28]1[CH2:38][O:37][C:36]2[CH:35]=[CH:34][C:32]([NH2:33])=[CH:31][C:30]=2[O:29]1. The catalyst is C(O)CO. The product is [CH2:16]([O:15][C:12]1[CH:13]=[CH:14][C:9]([NH:8][C:6]2[C:5]([F:18])=[CH:4][N:3]=[C:2]([NH:33][C:32]3[CH:34]=[CH:35][C:36]4[O:37][CH2:38][CH2:28][O:29][C:30]=4[CH:31]=3)[N:7]=2)=[CH:10][CH:11]=1)[CH3:17]. The yield is 0.600. (3) The reactants are Br[CH2:2][CH2:3][O:4][C:5]1[CH:6]=[C:7]([CH2:13][C@@H:14]([CH3:28])[C@@H:15]([CH3:27])[CH2:16][C:17]2[CH:22]=[CH:21][C:20]([O:23][CH3:24])=[C:19]([O:25][CH3:26])[CH:18]=2)[CH:8]=[CH:9][C:10]=1[O:11][CH3:12].C[O-].[Na+].[N+:32]([C:35]1[NH:36][CH:37]=[CH:38][N:39]=1)([O-:34])=[O:33]. No catalyst specified. The product is [CH3:26][O:25][C:19]1[CH:18]=[C:17]([CH2:16][C@H:15]([CH3:27])[C@H:14]([CH3:28])[CH2:13][C:7]2[CH:8]=[CH:9][C:10]([O:11][CH3:12])=[C:5]([O:4][CH2:3][CH2:2][N:36]3[CH:37]=[CH:38][N:39]=[C:35]3[N+:32]([O-:34])=[O:33])[CH:6]=2)[CH:22]=[CH:21][C:20]=1[O:23][CH3:24]. The yield is 0.530. (4) The reactants are [F:1][C:2]1[CH:7]=[CH:6][C:5]([C:8]2[N:9]=[C:10]([CH:17]3[CH2:22][CH2:21][NH:20][CH2:19][CH2:18]3)[N:11]3[CH:16]=[CH:15][CH:14]=[CH:13][C:12]=23)=[CH:4][CH:3]=1.CCN(C(C)C)C(C)C.CS(O[CH2:37][CH2:38][CH2:39][N:40]1[C:48](=[O:49])[CH:47]2[CH:42]([CH2:43][CH2:44][CH2:45][CH2:46]2)[C:41]1=[O:50])(=O)=O. The catalyst is C(#N)C.CO. The product is [F:1][C:2]1[CH:7]=[CH:6][C:5]([C:8]2[N:9]=[C:10]([CH:17]3[CH2:22][CH2:21][N:20]([CH2:37][CH2:38][CH2:39][N:40]4[C:48](=[O:49])[CH:47]5[CH:42]([CH2:43][CH2:44][CH2:45][CH2:46]5)[C:41]4=[O:50])[CH2:19][CH2:18]3)[N:11]3[CH:16]=[CH:15][CH:14]=[CH:13][C:12]=23)=[CH:4][CH:3]=1. The yield is 0.180. (5) The reactants are [CH:1]1([CH2:6][OH:7])[CH2:5][CH2:4][CH2:3][CH2:2]1.[Cl:8][C:9]1[CH:14]=[N:13][CH:12]=[C:11](Cl)[N:10]=1. The catalyst is O1CCOCC1.ClCCl.CCOCC. The product is [Cl:8][C:9]1[CH:14]=[N:13][CH:12]=[C:11]([O:7][CH2:6][CH:1]2[CH2:5][CH2:4][CH2:3][CH2:2]2)[N:10]=1. The yield is 0.610. (6) The reactants are N[CH:2]1[CH2:6][N:5](C(CC)C(N)=[O:9])[C:4](=[O:13])[CH2:3]1.CO[C:16]1([O:21][CH3:22])[CH2:20][CH2:19][CH2:18]O1.N1C=CC=CC=1. The catalyst is CC(O)=O. The product is [NH:5]1[CH2:6][CH2:2][CH2:3][C:4]1=[O:13].[O:21]1[CH:22]=[CH:18][C:19]([OH:9])=[CH:20][CH2:16]1. The yield is 0.301.